This data is from Forward reaction prediction with 1.9M reactions from USPTO patents (1976-2016). The task is: Predict the product of the given reaction. (1) Given the reactants [CH:1]1([CH2:4][O:5][C:6]2[CH:32]=[CH:31][C:9]3[N:10]=[C:11]([N:13]4[CH2:18][CH2:17][CH:16]([O:19][CH2:20][C@@H:21]([NH:23]C(=O)OC(C)(C)C)[CH3:22])[CH2:15][CH2:14]4)[O:12][C:8]=3[CH:7]=2)[CH2:3][CH2:2]1.[ClH:33].C(OCC)(=O)C, predict the reaction product. The product is: [ClH:33].[CH:1]1([CH2:4][O:5][C:6]2[CH:32]=[CH:31][C:9]3[N:10]=[C:11]([N:13]4[CH2:18][CH2:17][CH:16]([O:19][CH2:20][C@@H:21]([NH2:23])[CH3:22])[CH2:15][CH2:14]4)[O:12][C:8]=3[CH:7]=2)[CH2:3][CH2:2]1. (2) Given the reactants [C:1]([O:5][C:6](=[O:36])[NH:7][C:8]1([C:12]2[CH:17]=[CH:16][C:15]([C:18]3[C:27](=[N:28][OH:29])[C:26]4[C:21](=[CH:22][CH:23]=[CH:24][CH:25]=4)[O:20][C:19]=3[C:30]3[CH:35]=[CH:34][CH:33]=[CH:32][CH:31]=3)=[CH:14][CH:13]=2)[CH2:11][CH2:10][CH2:9]1)([CH3:4])([CH3:3])[CH3:2].[C:37](=O)([O-])[O-].[K+].[K+].IC.C(=O)([O-])[O-].[Cs+].[Cs+], predict the reaction product. The product is: [C:1]([O:5][C:6](=[O:36])[NH:7][C:8]1([C:12]2[CH:17]=[CH:16][C:15]([C:18]3[C:27](=[N:28][O:29][CH3:37])[C:26]4[C:21](=[CH:22][CH:23]=[CH:24][CH:25]=4)[O:20][C:19]=3[C:30]3[CH:31]=[CH:32][CH:33]=[CH:34][CH:35]=3)=[CH:14][CH:13]=2)[CH2:11][CH2:10][CH2:9]1)([CH3:4])([CH3:2])[CH3:3]. (3) The product is: [N:1]1([C:10]([O:12][C:13]([CH3:16])([CH3:15])[CH3:14])=[O:11])[CH:9]2[CH:4]([NH:5][CH2:6][CH2:7][CH2:8]2)[CH2:3][CH2:2]1. Given the reactants [N:1]1([C:10]([O:12][C:13]([CH3:16])([CH3:15])[CH3:14])=[O:11])[C:9]2[C:4](=[N:5][CH:6]=[CH:7][CH:8]=2)[CH:3]=[CH:2]1.CC(O)=O, predict the reaction product. (4) Given the reactants [CH2:1]([O:8][C@@H:9]1[CH2:14][CH2:13][CH2:12][N:11]([C:15]([C:17]2[N:22]=[N:21][C:20]([C:23]([NH:25][C@@H:26]([CH:29]([CH3:31])[CH3:30])[CH2:27][OH:28])=O)=[C:19]([CH2:32][CH:33]([CH3:35])[CH3:34])[CH:18]=2)=[O:16])[CH2:10]1)[C:2]1[CH:7]=[CH:6][CH:5]=[CH:4][CH:3]=1.CC(OI1(OC(C)=O)(OC(C)=O)OC(=O)C2C=CC=CC1=2)=O.C1C=CC(P(C2C=CC=CC=2)C2C=CC=CC=2)=CC=1.C(C1C=CC=C(C(C)(C)C)N=1)(C)(C)C.BrC(C(Br)(Cl)Cl)(Cl)Cl.C1CCN2C(=NCCC2)CC1, predict the reaction product. The product is: [CH2:1]([O:8][C@@H:9]1[CH2:14][CH2:13][CH2:12][N:11]([C:15]([C:17]2[N:22]=[N:21][C:20]([C:23]3[O:28][CH:27]=[C:26]([CH:29]([CH3:30])[CH3:31])[N:25]=3)=[C:19]([CH2:32][CH:33]([CH3:34])[CH3:35])[CH:18]=2)=[O:16])[CH2:10]1)[C:2]1[CH:7]=[CH:6][CH:5]=[CH:4][CH:3]=1. (5) Given the reactants ClC1C=CC([C@@H:8]([NH:10][C:11]2[CH:16]=[CH:15][C:14](OC)=[CH:13][C:12]=2F)C)=CC=1.C([C:22]1[C:27]([N+:28]([O-])=O)=[CH:26][CH:25]=[C:24]([CH2:31][CH3:32])[C:23]=1N)C, predict the reaction product. The product is: [CH2:31]([C:24]1[CH:23]=[CH:22][C:27]([NH:28][CH2:13][C:14]2[CH:8]=[N:10][C:11]([CH3:12])=[CH:16][CH:15]=2)=[CH:26][CH:25]=1)[CH3:32]. (6) Given the reactants Cl.[F:2][C:3]1[CH:4]=[C:5]([NH:9][NH2:10])[CH:6]=[CH:7][CH:8]=1.[CH3:11][C:12]([CH3:19])([CH3:18])[C:13](=O)[CH2:14][C:15]#[N:16], predict the reaction product. The product is: [C:12]([C:13]1[CH:14]=[C:15]([NH2:16])[N:9]([C:5]2[CH:6]=[CH:7][CH:8]=[C:3]([F:2])[CH:4]=2)[N:10]=1)([CH3:19])([CH3:18])[CH3:11]. (7) Given the reactants [H-].[Na+].[OH:3][C:4]1[CH:5]=[N:6][CH:7]=[CH:8][CH:9]=1.Br[CH:11]([CH3:19])[C:12]([O:14][C:15]([CH3:18])([CH3:17])[CH3:16])=[O:13].C(=O)(O)[O-].[Na+], predict the reaction product. The product is: [N:6]1[CH:7]=[CH:8][CH:9]=[C:4]([O:3][CH:11]([CH3:19])[C:12]([O:14][C:15]([CH3:18])([CH3:17])[CH3:16])=[O:13])[CH:5]=1. (8) Given the reactants [CH3:1][N:2]([CH2:7][C:8]1[C:16]2[C:11](=[C:12]([CH3:17])[CH:13]=[CH:14][CH:15]=2)[N:10]([CH3:18])[C:9]=1[CH3:19])[C:3](=[O:6])[CH:4]=[CH2:5].Br[C:21]1[CH:22]=[C:23]2[C:28](=[N:29][CH:30]=1)[NH:27][C:26](=[O:31])[CH2:25][CH2:24]2.CCN(C(C)C)C(C)C.C1(C)C=CC=CC=1P(C1C=CC=CC=1C)C1C=CC=CC=1C, predict the reaction product. The product is: [CH3:1][N:2]([CH2:7][C:8]1[C:16]2[C:11](=[C:12]([CH3:17])[CH:13]=[CH:14][CH:15]=2)[N:10]([CH3:18])[C:9]=1[CH3:19])[C:3](=[O:6])/[CH:4]=[CH:5]/[C:21]1[CH:30]=[N:29][C:28]2[NH:27][C:26](=[O:31])[CH2:25][CH2:24][C:23]=2[CH:22]=1.